This data is from Reaction yield outcomes from USPTO patents with 853,638 reactions. The task is: Predict the reaction yield, written as a fraction of the theoretical maximum amount of product (1.0 means a 100% yield; for example, 0.34 means a 34% yield). (1) The reactants are [Cl:1][C:2]1[CH:7]=[C:6](F)[CH:5]=[CH:4][N:3]=1.Cl.[NH2:10][C:11]1[C:20]2[C:15](=[CH:16][CH:17]=[CH:18][CH:19]=2)[C:14]([OH:21])=[CH:13][CH:12]=1.CC(C)([O-])C.[K+]. The catalyst is CN1C(=O)CCC1.O. The product is [Cl:1][C:2]1[CH:7]=[C:6]([O:21][C:14]2[C:15]3[C:20](=[CH:19][CH:18]=[CH:17][CH:16]=3)[C:11]([NH2:10])=[CH:12][CH:13]=2)[CH:5]=[CH:4][N:3]=1. The yield is 0.920. (2) The reactants are [CH3:1][C:2]1[N:3]=[C:4]([N:12]2[CH2:16][CH2:15][NH:14][C:13]2=[O:17])[S:5][C:6]=1[C:7]([O:9][CH2:10][CH3:11])=[O:8].C(=O)([O-])[O-].[K+].[K+].Br[CH2:25][CH:26]1[CH2:28][C:27]1([F:30])[F:29]. The catalyst is O1CCOCC1. The product is [F:29][C:27]1([F:30])[CH2:28][CH:26]1[CH2:25][N:14]1[CH2:15][CH2:16][N:12]([C:4]2[S:5][C:6]([C:7]([O:9][CH2:10][CH3:11])=[O:8])=[C:2]([CH3:1])[N:3]=2)[C:13]1=[O:17]. The yield is 0.540. (3) The reactants are [C:1]1([C:7]2([C:17]3[CH:22]=[CH:21][CH:20]=[CH:19][CH:18]=3)[CH:11]3[CH2:12][NH:13][CH2:14][CH2:15][N:10]3[C:9](=[O:16])[O:8]2)[CH:6]=[CH:5][CH:4]=[CH:3][CH:2]=1.N12CCCN=C1CCCCC2.ClC(Cl)(Cl)[C:36]([NH:38][C:39]1[CH:48]=[CH:47][CH:46]=[C:45]2[C:40]=1[CH:41]=[CH:42][CH:43]=[N:44]2)=[O:37]. The catalyst is C(#N)C.O. The product is [O:16]=[C:9]1[N:10]2[CH2:15][CH2:14][N:13]([C:36]([NH:38][C:39]3[CH:48]=[CH:47][CH:46]=[C:45]4[C:40]=3[CH:41]=[CH:42][CH:43]=[N:44]4)=[O:37])[CH2:12][CH:11]2[C:7]([C:1]2[CH:6]=[CH:5][CH:4]=[CH:3][CH:2]=2)([C:17]2[CH:18]=[CH:19][CH:20]=[CH:21][CH:22]=2)[O:8]1. The yield is 0.330. (4) The reactants are [OH:1]O.[C:3]([OH:10])(=[O:9])[CH2:4][CH2:5][CH2:6][CH:7]=[CH2:8]. The catalyst is O[W](O)(=O)=O.C(O)(C)(C)C. The product is [OH:1][CH2:8][CH:7]1[O:10][C:3](=[O:9])[CH2:4][CH2:5][CH2:6]1. The yield is 0.720. (5) The yield is 0.960. The product is [Cl:24][C:10]1[N:5]2[N:4]=[C:3]([CH2:1][CH3:2])[N:21]=[C:6]2[C:7]([C:19]#[N:20])=[C:8]([CH3:18])[C:9]=1[C:12]1[CH:17]=[CH:16][CH:15]=[CH:14][CH:13]=1. No catalyst specified. The reactants are [CH2:1]([C:3]1[NH:21][C:6]2=[C:7]([C:19]#[N:20])[C:8]([CH3:18])=[C:9]([C:12]3[CH:17]=[CH:16][CH:15]=[CH:14][CH:13]=3)[C:10](=O)[N:5]2[N:4]=1)[CH3:2].P(Cl)(Cl)([Cl:24])=O. (6) The reactants are [O:1]1[CH:5]=[CH:4][CH:3]=[C:2]1[C:6]1[NH:10][C:9]2[C:11]([OH:18])=[CH:12][CH:13]=[C:14]([C:15]([OH:17])=O)[C:8]=2[N:7]=1.CN(C(ON1N=N[C:29]2[CH:30]=[CH:31][CH:32]=[N:33][C:28]1=2)=[N+](C)C)C.F[P-](F)(F)(F)(F)F.[CH3:43]CN(C(C)C)C(C)C. The catalyst is CN(C=O)C. The product is [O:1]1[CH:5]=[CH:4][CH:3]=[C:2]1[C:6]1[NH:10][C:9]2[C:11]([OH:18])=[CH:12][CH:13]=[C:14]([C:15]([NH:33][C:28]3[CH:29]=[CH:30][CH:31]=[CH:32][CH:43]=3)=[O:17])[C:8]=2[N:7]=1. The yield is 0.100. (7) The reactants are ClCCCl.[Br:5][C:6]1[CH:7]=[C:8]([CH:11]=[CH:12][CH:13]=1)[CH:9]=O.[O:14]([C:21]1[CH:22]=[C:23]([CH:25]=[CH:26][CH:27]=1)[NH2:24])[C:15]1[CH:20]=[CH:19][CH:18]=[CH:17][CH:16]=1.[BH-](OC(C)=O)(OC(C)=O)OC(C)=O.[Na+]. The catalyst is O.C(O)(=O)C. The product is [O:14]([C:21]1[CH:22]=[C:23]([NH:24][CH2:9][C:8]2[CH:11]=[CH:12][CH:13]=[C:6]([Br:5])[CH:7]=2)[CH:25]=[CH:26][CH:27]=1)[C:15]1[CH:16]=[CH:17][CH:18]=[CH:19][CH:20]=1. The yield is 0.980.